This data is from Catalyst prediction with 721,799 reactions and 888 catalyst types from USPTO. The task is: Predict which catalyst facilitates the given reaction. (1) Reactant: [CH3:1][O:2][C:3]1[CH:4]=[C:5]([CH:28]=[CH:29][C:30]=1[O:31][CH2:32][C:33]1[N:34]=[C:35]([C:39]2[CH:44]=[CH:43][CH:42]=[CH:41][CH:40]=2)[O:36][C:37]=1[CH3:38])[CH2:6][O:7][C:8]1[C:12](/[CH:13]=[CH:14]/[C:15]([OH:17])=[O:16])=[CH:11][N:10]([C:18]2[CH:23]=[CH:22][C:21]([C:24]([F:27])([F:26])[F:25])=[CH:20][CH:19]=2)[N:9]=1.[C:45]([O:51][CH2:52]Cl)(=[O:50])[C:46]([CH3:49])([CH3:48])[CH3:47].C(=O)([O-])[O-].[K+].[K+].CN(C)C=O. Product: [CH3:1][O:2][C:3]1[CH:4]=[C:5]([CH:28]=[CH:29][C:30]=1[O:31][CH2:32][C:33]1[N:34]=[C:35]([C:39]2[CH:44]=[CH:43][CH:42]=[CH:41][CH:40]=2)[O:36][C:37]=1[CH3:38])[CH2:6][O:7][C:8]1[C:12](/[CH:13]=[CH:14]/[C:15]([O:17][CH2:52][O:51][C:45](=[O:50])[C:46]([CH3:49])([CH3:48])[CH3:47])=[O:16])=[CH:11][N:10]([C:18]2[CH:19]=[CH:20][C:21]([C:24]([F:26])([F:25])[F:27])=[CH:22][CH:23]=2)[N:9]=1. The catalyst class is: 6. (2) Reactant: [CH:1]([C:3]1[CH:10]=[CH:9][C:6]([C:7]#[N:8])=[CH:5][C:4]=1[S:11][CH3:12])=O.[F:13][C:14]([F:26])([F:25])[C:15]1[CH:16]=[C:17]([NH:21][C:22]([NH2:24])=[O:23])[CH:18]=[CH:19][CH:20]=1.[C:27]([O:33][CH2:34][CH:35]=[CH2:36])(=[O:32])[CH2:28][C:29]([CH3:31])=O. Product: [C:7]([C:6]1[CH:9]=[CH:10][C:3]([CH:1]2[C:28]([C:27]([O:33][CH2:34][CH:35]=[CH2:36])=[O:32])=[C:29]([CH3:31])[N:21]([C:17]3[CH:18]=[CH:19][CH:20]=[C:15]([C:14]([F:25])([F:26])[F:13])[CH:16]=3)[C:22](=[O:23])[NH:24]2)=[C:4]([S:11][CH3:12])[CH:5]=1)#[N:8]. The catalyst class is: 237. (3) Reactant: C(OC([N:8]1[CH2:13][CH2:12][CH:11]([CH2:14][CH2:15][CH2:16][C:17]2[CH:18]=[N:19][C:20]3[C:25]([CH:26]=2)=[CH:24][CH:23]=[CH:22][CH:21]=3)[CH2:10][CH2:9]1)=O)(C)(C)C.[ClH:27]. Product: [ClH:27].[ClH:27].[N:19]1[C:20]2[C:25](=[CH:24][CH:23]=[CH:22][CH:21]=2)[CH:26]=[C:17]([CH2:16][CH2:15][CH2:14][CH:11]2[CH2:12][CH2:13][NH:8][CH2:9][CH2:10]2)[CH:18]=1. The catalyst class is: 5. (4) Reactant: [CH3:1]C(C)([O-])C.[K+].[Cl:7][C:8]1[CH:9]=[CH:10][C:11]([O:17][CH2:18][CH2:19]Cl)=[C:12]([CH:16]=1)[C:13]([O-:15])=[O:14]. Product: [Cl:7][C:8]1[CH:9]=[CH:10][C:11]([O:17][CH:18]=[CH2:19])=[C:12]([CH:16]=1)[C:13]([O:15][CH3:1])=[O:14]. The catalyst class is: 1.